This data is from Full USPTO retrosynthesis dataset with 1.9M reactions from patents (1976-2016). The task is: Predict the reactants needed to synthesize the given product. The reactants are: [NH:1]1[CH2:6][CH2:5][C:4](=[N:7][O:8][CH:9]2[CH2:14][CH2:13][N:12]([C:15]([O:17][CH:18]([CH3:20])[CH3:19])=[O:16])[CH2:11][CH2:10]2)[CH2:3][CH2:2]1.[CH3:21][O:22][C:23]([C:25]1[C:30]([Cl:31])=[N:29][C:28](Cl)=[C:27]([Cl:33])[N:26]=1)=[O:24].C(N(C(C)C)CC)(C)C. Given the product [CH3:21][O:22][C:23]([C:25]1[C:30]([Cl:31])=[N:29][C:28]([N:1]2[CH2:2][CH2:3][C:4](=[N:7][O:8][CH:9]3[CH2:10][CH2:11][N:12]([C:15]([O:17][CH:18]([CH3:20])[CH3:19])=[O:16])[CH2:13][CH2:14]3)[CH2:5][CH2:6]2)=[C:27]([Cl:33])[N:26]=1)=[O:24], predict the reactants needed to synthesize it.